Dataset: Catalyst prediction with 721,799 reactions and 888 catalyst types from USPTO. Task: Predict which catalyst facilitates the given reaction. (1) Reactant: [CH3:1][O:2][C:3](=[O:34])[CH2:4][CH2:5][CH2:6][CH2:7][CH2:8][O:9][C:10]1[CH:11]=[CH:12][C:13]2[N:17]=[C:16]([C:18]3[CH:23]=[CH:22][CH:21]=[CH:20][CH:19]=3)[N:15]([C:24]3[CH:29]=[CH:28][CH:27]=[CH:26][CH:25]=3)[C:14]=2[C:30]=1[N+:31]([O-])=O. Product: [CH3:1][O:2][C:3](=[O:34])[CH2:4][CH2:5][CH2:6][CH2:7][CH2:8][O:9][C:10]1[CH:11]=[CH:12][C:13]2[N:17]=[C:16]([C:18]3[CH:19]=[CH:20][CH:21]=[CH:22][CH:23]=3)[N:15]([C:24]3[CH:29]=[CH:28][CH:27]=[CH:26][CH:25]=3)[C:14]=2[C:30]=1[NH2:31]. The catalyst class is: 171. (2) Reactant: [C:1]1([C:7](=[N:14][C:15]2[CH:16]=[C:17]([C:21]([C:23]3[C:31]4[CH:30]=[N:29][CH:28]=[N:27][C:26]=4[NH:25][CH:24]=3)=[O:22])[CH:18]=[N:19][CH:20]=2)[C:8]2[CH:13]=[CH:12][CH:11]=[CH:10][CH:9]=2)[CH:6]=[CH:5][CH:4]=[CH:3][CH:2]=1.C([O-])([O-])=O.[Cs+].[Cs+].FC(F)(F)S(O[CH:44]([CH2:54][O:55][Si:56]([CH3:62])([CH3:61])[C:57]([CH3:60])([CH3:59])[CH3:58])[CH2:45][O:46][Si:47]([CH3:53])([CH3:52])[C:48]([CH3:51])([CH3:50])[CH3:49])(=O)=O. Product: [C:1]1([C:7](=[N:14][C:15]2[CH:16]=[C:17]([C:21]([C:23]3[C:31]4[CH:30]=[N:29][CH:28]=[N:27][C:26]=4[N:25]([CH:44]([CH2:45][O:46][Si:47]([CH3:53])([CH3:52])[C:48]([CH3:51])([CH3:50])[CH3:49])[CH2:54][O:55][Si:56]([CH3:62])([CH3:61])[C:57]([CH3:60])([CH3:58])[CH3:59])[CH:24]=3)=[O:22])[CH:18]=[N:19][CH:20]=2)[C:8]2[CH:9]=[CH:10][CH:11]=[CH:12][CH:13]=2)[CH:6]=[CH:5][CH:4]=[CH:3][CH:2]=1. The catalyst class is: 3. (3) Reactant: [N+:1]([C:4]1[CH:5]=[N:6][CH:7]=[CH:8][C:9]=1[CH2:10]P(=O)(OCC)OCC)([O-:3])=[O:2].[H-].[Na+].[C:21]([N:28]1[CH2:33][CH2:32][CH2:31][CH2:30][CH2:29]1)([O:23][C:24]([CH3:27])([CH3:26])[CH3:25])=[O:22]. Product: [N+:1]([C:4]1[CH:5]=[N:6][CH:7]=[CH:8][C:9]=1[CH:10]=[C:31]1[CH2:32][CH2:33][N:28]([C:21]([O:23][C:24]([CH3:27])([CH3:26])[CH3:25])=[O:22])[CH2:29][CH2:30]1)([O-:3])=[O:2]. The catalyst class is: 1. (4) Reactant: [Cl:1][C:2]1[CH:9]=[CH:8][C:5]([C:6]#[N:7])=[C:4]([F:10])[C:3]=1[O:11][CH3:12].C[Si]([N-:17][Si](C)(C)C)(C)C.[Li+].CC(O)C.Cl. Product: [ClH:1].[Cl:1][C:2]1[CH:9]=[CH:8][C:5]([C:6]([NH2:17])=[NH:7])=[C:4]([F:10])[C:3]=1[O:11][CH3:12]. The catalyst class is: 116. (5) Reactant: [CH2:1]([O:3][C:4](=[O:38])[N:5]([CH:12]([C:22]1[CH:27]=[CH:26][C:25]([O:28][CH3:29])=[C:24]([O:30][CH2:31][C:32]2[CH:37]=[CH:36][CH:35]=[CH:34][CH:33]=2)[CH:23]=1)[CH2:13][C:14]1[CH:19]=[CH:18][CH:17]=[C:16]([O:20][CH3:21])[CH:15]=1)[CH2:6][CH:7](OC)OC)[CH3:2].Cl. Product: [CH2:1]([O:3][C:4]([N:5]1[CH:6]=[CH:7][C:27]2[C:22](=[CH:23][C:24]([O:30][CH2:31][C:32]3[CH:33]=[CH:34][CH:35]=[CH:36][CH:37]=3)=[C:25]([O:28][CH3:29])[CH:26]=2)[CH:12]1[CH2:13][C:14]1[CH:19]=[CH:18][CH:17]=[C:16]([O:20][CH3:21])[CH:15]=1)=[O:38])[CH3:2]. The catalyst class is: 95.